Dataset: Reaction yield outcomes from USPTO patents with 853,638 reactions. Task: Predict the reaction yield, written as a fraction of the theoretical maximum amount of product (1.0 means a 100% yield; for example, 0.34 means a 34% yield). (1) The reactants are [C:1]1([CH3:11])[CH:6]=[CH:5][CH:4]=[CH:3][C:2]=1[NH:7][C:8]([NH2:10])=[S:9].C(=O)([O-])[O-].[Cs+].[Cs+].[N:18]([CH2:21][CH2:22][C:23]1[CH:24]=[C:25]([C:29]2[N:33]=[CH:32][N:31]([C:34]3[CH:39]=[CH:38][C:37]([O:40][C:41]([F:44])([F:43])[F:42])=[CH:36][CH:35]=3)[N:30]=2)[CH:26]=[CH:27][CH:28]=1)=[C:19]=[O:20]. The catalyst is C(#N)C.ClCCl. The product is [C:1]1([CH3:11])[CH:6]=[CH:5][CH:4]=[CH:3][C:2]=1[NH:7][C:8]([NH:10][C:19]([NH:18][CH2:21][CH2:22][C:23]1[CH:28]=[CH:27][CH:26]=[C:25]([C:29]2[N:33]=[CH:32][N:31]([C:34]3[CH:39]=[CH:38][C:37]([O:40][C:41]([F:44])([F:42])[F:43])=[CH:36][CH:35]=3)[N:30]=2)[CH:24]=1)=[O:20])=[S:9]. The yield is 0.370. (2) The reactants are [O:1]=[C:2]1[CH2:22][CH2:21][C:5]2([CH2:10][CH2:9][N:8](C(OCC3C=CC=CC=3)=O)[CH2:7][CH2:6]2)[CH:4]=[CH:3]1.[C:31](O[C:31]([O:33][C:34]([CH3:37])([CH3:36])[CH3:35])=[O:32])([O:33][C:34]([CH3:37])([CH3:36])[CH3:35])=[O:32]. The catalyst is CO.[Pd]. The product is [O:1]=[C:2]1[CH2:22][CH2:21][C:5]2([CH2:6][CH2:7][N:8]([C:31]([O:33][C:34]([CH3:35])([CH3:36])[CH3:37])=[O:32])[CH2:9][CH2:10]2)[CH2:4][CH2:3]1. The yield is 0.610. (3) The reactants are [Br:1][C:2]1[C:3](=[O:9])[NH:4][CH:5]=[C:6]([Br:8])[CH:7]=1.[CH3:10]N(C=O)C.C(=O)([O-])[O-].[K+].[K+].CI. The catalyst is O. The product is [Br:1][C:2]1[C:3](=[O:9])[N:4]([CH3:10])[CH:5]=[C:6]([Br:8])[CH:7]=1. The yield is 0.840. (4) The reactants are [NH2:1][C@H:2]1[CH2:6][CH2:5][CH2:4][C@H:3]1[C:7]([OH:9])=[O:8].Cl.[CH3:11][C:12]1[CH:21]=[C:20]([CH2:22][O:23][C:24]2[CH:29]=[CH:28][C:27]([S:30](Cl)(=[O:32])=[O:31])=[CH:26][CH:25]=2)[C:19]2[C:14](=[CH:15][CH:16]=[CH:17][CH:18]=2)[N:13]=1. No catalyst specified. The product is [CH3:11][C:12]1[CH:21]=[C:20]([CH2:22][O:23][C:24]2[CH:29]=[CH:28][C:27]([S:30]([NH:1][C@H:2]3[CH2:6][CH2:5][CH2:4][C@H:3]3[C:7]([OH:9])=[O:8])(=[O:32])=[O:31])=[CH:26][CH:25]=2)[C:19]2[C:14](=[CH:15][CH:16]=[CH:17][CH:18]=2)[N:13]=1. The yield is 0.840.